Regression. Given two drug SMILES strings and cell line genomic features, predict the synergy score measuring deviation from expected non-interaction effect. From a dataset of NCI-60 drug combinations with 297,098 pairs across 59 cell lines. (1) Drug 1: C1=C(C(=O)NC(=O)N1)F. Drug 2: CNC(=O)C1=NC=CC(=C1)OC2=CC=C(C=C2)NC(=O)NC3=CC(=C(C=C3)Cl)C(F)(F)F. Cell line: ACHN. Synergy scores: CSS=58.8, Synergy_ZIP=3.21, Synergy_Bliss=1.48, Synergy_Loewe=4.33, Synergy_HSA=5.55. (2) Drug 1: CS(=O)(=O)C1=CC(=C(C=C1)C(=O)NC2=CC(=C(C=C2)Cl)C3=CC=CC=N3)Cl. Drug 2: CC12CCC3C(C1CCC2=O)CC(=C)C4=CC(=O)C=CC34C. Cell line: SN12C. Synergy scores: CSS=32.1, Synergy_ZIP=4.23, Synergy_Bliss=0.658, Synergy_Loewe=-14.0, Synergy_HSA=0.890. (3) Drug 1: CC1C(C(CC(O1)OC2CC(CC3=C2C(=C4C(=C3O)C(=O)C5=C(C4=O)C(=CC=C5)OC)O)(C(=O)CO)O)N)O.Cl. Drug 2: C1=CC(=CC=C1CCC2=CNC3=C2C(=O)NC(=N3)N)C(=O)NC(CCC(=O)O)C(=O)O. Cell line: NCI-H460. Synergy scores: CSS=53.6, Synergy_ZIP=6.93, Synergy_Bliss=5.28, Synergy_Loewe=-1.98, Synergy_HSA=1.55. (4) Drug 1: C1=NC2=C(N1)C(=S)N=CN2. Drug 2: CC1=C(C(=O)C2=C(C1=O)N3CC4C(C3(C2COC(=O)N)OC)N4)N. Cell line: LOX IMVI. Synergy scores: CSS=56.4, Synergy_ZIP=1.64, Synergy_Bliss=1.44, Synergy_Loewe=-0.929, Synergy_HSA=2.98. (5) Drug 1: COC1=C2C(=CC3=C1OC=C3)C=CC(=O)O2. Drug 2: CC1C(C(CC(O1)OC2CC(CC3=C2C(=C4C(=C3O)C(=O)C5=CC=CC=C5C4=O)O)(C(=O)C)O)N)O. Cell line: COLO 205. Synergy scores: CSS=56.9, Synergy_ZIP=1.21, Synergy_Bliss=1.68, Synergy_Loewe=-24.0, Synergy_HSA=1.41.